From a dataset of NCI-60 drug combinations with 297,098 pairs across 59 cell lines. Regression. Given two drug SMILES strings and cell line genomic features, predict the synergy score measuring deviation from expected non-interaction effect. Drug 1: CC12CCC3C(C1CCC2=O)CC(=C)C4=CC(=O)C=CC34C. Drug 2: C1=CC=C(C(=C1)C(C2=CC=C(C=C2)Cl)C(Cl)Cl)Cl. Cell line: HS 578T. Synergy scores: CSS=23.5, Synergy_ZIP=3.56, Synergy_Bliss=3.80, Synergy_Loewe=4.22, Synergy_HSA=3.76.